The task is: Regression. Given two drug SMILES strings and cell line genomic features, predict the synergy score measuring deviation from expected non-interaction effect.. This data is from NCI-60 drug combinations with 297,098 pairs across 59 cell lines. (1) Drug 1: C1=NC2=C(N1)C(=S)N=C(N2)N. Drug 2: CC(C)CN1C=NC2=C1C3=CC=CC=C3N=C2N. Cell line: U251. Synergy scores: CSS=23.3, Synergy_ZIP=0.602, Synergy_Bliss=0.0782, Synergy_Loewe=-5.89, Synergy_HSA=-1.35. (2) Drug 1: C1CCC(CC1)NC(=O)N(CCCl)N=O. Drug 2: C1=C(C(=O)NC(=O)N1)F. Cell line: OVCAR3. Synergy scores: CSS=71.6, Synergy_ZIP=7.41, Synergy_Bliss=7.36, Synergy_Loewe=0.807, Synergy_HSA=10.7.